From a dataset of Catalyst prediction with 721,799 reactions and 888 catalyst types from USPTO. Predict which catalyst facilitates the given reaction. (1) Product: [C:1]([C:5]1[CH:10]=[CH:9][C:8]([NH:11][C:12]2[S:13][CH2:16][C:17](=[O:18])[N:14]=2)=[CH:7][CH:6]=1)([CH3:4])([CH3:2])[CH3:3]. Reactant: [C:1]([C:5]1[CH:10]=[CH:9][C:8]([NH:11][C:12]([NH2:14])=[S:13])=[CH:7][CH:6]=1)([CH3:4])([CH3:3])[CH3:2].Cl[CH2:16][C:17](O)=[O:18]. The catalyst class is: 14. (2) Reactant: [F:1][C:2]1[C:3]([O:32][CH3:33])=[C:4]([C@H:9]([CH2:30][CH3:31])[CH2:10][C@@:11]([C:26]([F:29])([F:28])[F:27])([OH:25])[CH:12]=NC2C=CC=C3C=2C=NC(C)=N3)[CH:5]=[CH:6][C:7]=1[F:8].B(Br)(Br)Br.C([O-])(O)=[O:39].[Na+]. Product: [F:1][C:2]1[C:3]([O:32][CH3:33])=[C:4]([CH:9]([CH2:30][CH3:31])[CH2:10][C:11]([OH:25])([C:26]([F:27])([F:29])[F:28])[CH:12]=[O:39])[CH:5]=[CH:6][C:7]=1[F:8]. The catalyst class is: 2. (3) Reactant: [C:1]([O:5][C:6](=[O:9])[CH2:7][NH2:8])([CH3:4])([CH3:3])[CH3:2].[CH3:10][C:11]([C:16]1[CH:21]=[CH:20][CH:19]=[CH:18][CH:17]=1)([CH3:15])[CH2:12][CH:13]=O. Product: [C:1]([O:5][C:6](=[O:9])[CH2:7]/[N:8]=[CH:13]/[CH2:12][C:11]([CH3:15])([C:16]1[CH:21]=[CH:20][CH:19]=[CH:18][CH:17]=1)[CH3:10])([CH3:4])([CH3:3])[CH3:2]. The catalyst class is: 2. (4) Reactant: O.Cl.[NH:3]1[CH2:8][CH2:7][C:6](=[O:9])[CH2:5][CH2:4]1.[CH3:10][O:11][C:12](=[O:25])[CH:13]=[C:14]1[CH2:17][N:16]([C:18]([O:20][C:21]([CH3:24])([CH3:23])[CH3:22])=[O:19])[CH2:15]1.N12CCCN=C1CCCCC2. Product: [CH3:10][O:11][C:12](=[O:25])[CH2:13][C:14]1([N:3]2[CH2:8][CH2:7][C:6](=[O:9])[CH2:5][CH2:4]2)[CH2:17][N:16]([C:18]([O:20][C:21]([CH3:23])([CH3:22])[CH3:24])=[O:19])[CH2:15]1. The catalyst class is: 290. (5) Reactant: [O:1]1[C:5]([C:6]2[CH:11]=[CH:10][C:9]([NH2:12])=[CH:8][CH:7]=2)=[CH:4][N:3]=[CH:2]1.Cl.[N:14]([O-])=O.[Na+].[B-:18]([F:22])([F:21])([F:20])[F:19].[Na+]. Product: [F:19][B-:18]([F:22])([F:21])[F:20].[O:1]1[C:5]([C:6]2[CH:7]=[CH:8][C:9]([N+:12]#[N:14])=[CH:10][CH:11]=2)=[CH:4][N:3]=[CH:2]1. The catalyst class is: 6. (6) Reactant: [OH:1][C:2]1[CH:9]=[CH:8][C:5]([CH:6]=[O:7])=[CH:4][CH:3]=1.C([O-])([O-])=O.[Cs+].[Cs+].S([O-])(=O)(=O)C.[CH2:21]([N:23]([CH2:28][CH3:29])[CH2:24][CH2:25][CH2:26]O)[CH3:22].CS(Cl)(=O)=O. Product: [CH2:21]([N:23]([CH2:28][CH3:29])[CH2:24][CH2:25][CH2:26][O:1][C:2]1[CH:9]=[CH:8][C:5]([CH:6]=[O:7])=[CH:4][CH:3]=1)[CH3:22]. The catalyst class is: 16. (7) Reactant: N[C:2]1[CH:10]=[CH:9][C:5]([C:6]([OH:8])=[O:7])=[C:4]([OH:11])[CH:3]=1.[N:12]([O-])=O.[Na+].[C:16]1([C:22]2[S:26][S:25][C:24](=[S:27])[CH:23]=2)[CH:21]=[CH:20]C=[CH:18][CH:17]=1.C[N:29]([CH3:32])C=O. The catalyst class is: 126. Product: [OH:11][C:4]1[CH:3]=[CH:2][C:10]([N:12]=[N:29][C:32]2[CH:20]=[CH:21][C:16]([C:22]3[S:26][S:25][C:24](=[S:27])[CH:23]=3)=[CH:17][CH:18]=2)=[CH:9][C:5]=1[C:6]([OH:8])=[O:7].